Dataset: Catalyst prediction with 721,799 reactions and 888 catalyst types from USPTO. Task: Predict which catalyst facilitates the given reaction. Reactant: [CH3:1][O:2][C:3]([C:5]1[N:6]=[N:7][N:8]([C:10]2[CH:15]=[C:14]([C:16]([OH:18])=O)[CH:13]=[CH:12][C:11]=2[CH3:19])[CH:9]=1)=[O:4].ON1C2N=CC=CC=2N=N1.C(Cl)CCl.[NH2:34][C:35]1[C:36]([O:50][CH3:51])=[C:37]([NH:45][S:46]([CH3:49])(=[O:48])=[O:47])[CH:38]=[C:39]([C:41]([F:44])([F:43])[F:42])[CH:40]=1. Product: [CH3:1][O:2][C:3]([C:5]1[N:6]=[N:7][N:8]([C:10]2[CH:15]=[C:14]([C:16](=[O:18])[NH:34][C:35]3[CH:40]=[C:39]([C:41]([F:43])([F:42])[F:44])[CH:38]=[C:37]([NH:45][S:46]([CH3:49])(=[O:48])=[O:47])[C:36]=3[O:50][CH3:51])[CH:13]=[CH:12][C:11]=2[CH3:19])[CH:9]=1)=[O:4]. The catalyst class is: 18.